From a dataset of Catalyst prediction with 721,799 reactions and 888 catalyst types from USPTO. Predict which catalyst facilitates the given reaction. (1) Reactant: [CH:1]([C:4]1[CH:23]=[CH:22][C:7]([O:8][CH2:9][C:10]([NH:12][C:13]2[CH:14]=[C:15]([CH:19]=[CH:20][CH:21]=2)[C:16]([O-:18])=[O:17])=[S:11])=[CH:6][C:5]=1[CH3:24])([CH3:3])[CH3:2].[I-].[Li+]. Product: [CH:1]([C:4]1[CH:23]=[CH:22][C:7]([O:8][CH2:9][C:10]([NH:12][C:13]2[CH:14]=[C:15]([CH:19]=[CH:20][CH:21]=2)[C:16]([OH:18])=[O:17])=[S:11])=[CH:6][C:5]=1[CH3:24])([CH3:3])[CH3:2]. The catalyst class is: 17. (2) Reactant: [F:1][C:2]1[CH:7]=[CH:6][C:5]([B:8]2[O:12][C:11]([CH3:14])([CH3:13])[C:10]([CH3:16])([CH3:15])[O:9]2)=[CH:4][C:3]=1[OH:17].I[CH2:19][C:20]12[O:26][CH:23]([CH2:24][CH2:25]1)[CH2:22][CH2:21]2.C([O-])([O-])=O.[K+].[K+]. Product: [F:1][C:2]1[CH:7]=[CH:6][C:5]([B:8]2[O:12][C:11]([CH3:13])([CH3:14])[C:10]([CH3:16])([CH3:15])[O:9]2)=[CH:4][C:3]=1[O:17][CH2:19][C:20]12[O:26][CH:23]([CH2:24][CH2:25]1)[CH2:22][CH2:21]2. The catalyst class is: 23. (3) Reactant: [Cl:1][C:2]1[CH:3]=[C:4]([C@H:8]([O:22][CH2:23][C:24]([O:26]CC)=O)[C@@H:9]2[CH2:14][CH2:13][CH2:12][N:11]([C:15]([O:17][C:18]([CH3:21])([CH3:20])[CH3:19])=[O:16])[CH2:10]2)[CH:5]=[CH:6][CH:7]=1.[NH3:29]. Product: [NH2:29][C:24](=[O:26])[CH2:23][O:22][C@@H:8]([C:4]1[CH:5]=[CH:6][CH:7]=[C:2]([Cl:1])[CH:3]=1)[C@@H:9]1[CH2:14][CH2:13][CH2:12][N:11]([C:15]([O:17][C:18]([CH3:21])([CH3:20])[CH3:19])=[O:16])[CH2:10]1. The catalyst class is: 5. (4) Reactant: [Cl:1][C:2]1[CH:3]=[C:4]([N:9]2[C:13](=[O:14])[O:12][N:11]=[C:10]2[C:15]2[C:19]([CH2:20][OH:21])=[N:18][O:17][N:16]=2)[CH:5]=[CH:6][C:7]=1[F:8].C(N(CC)CC)C.[CH3:29][S:30](Cl)(=[O:32])=[O:31]. Product: [CH3:29][S:30]([O:21][CH2:20][C:19]1[C:15]([C:10]2[N:9]([C:4]3[CH:5]=[CH:6][C:7]([F:8])=[C:2]([Cl:1])[CH:3]=3)[C:13](=[O:14])[O:12][N:11]=2)=[N:16][O:17][N:18]=1)(=[O:32])=[O:31]. The catalyst class is: 34.